Dataset: Full USPTO retrosynthesis dataset with 1.9M reactions from patents (1976-2016). Task: Predict the reactants needed to synthesize the given product. (1) Given the product [Cl:31][C:32]1[CH:37]=[C:36]([Cl:38])[CH:35]=[CH:34][C:33]=1[C:11]1[C:12]2[O:13][CH:14]([CH2:17][O:18][S:19]([C:22]3[CH:23]=[CH:24][C:25]([CH3:28])=[CH:26][CH:27]=3)(=[O:20])=[O:21])[CH2:15][O:6][C:7]=2[CH:8]=[CH:9][CH:10]=1, predict the reactants needed to synthesize it. The reactants are: FC(F)(F)S([O:6][C:7]1[C:12]2[O:13][CH:14]([CH2:17][O:18][S:19]([C:22]3[CH:27]=[CH:26][C:25]([CH3:28])=[CH:24][CH:23]=3)(=[O:21])=[O:20])[CH2:15]O[C:11]=2[CH:10]=[CH:9][CH:8]=1)(=O)=O.[Cl:31][C:32]1[CH:37]=[C:36]([Cl:38])[CH:35]=[CH:34][C:33]=1B(O)O. (2) Given the product [ClH:18].[Cl:19][C:13]1[C:14]([Cl:18])=[CH:15][CH:16]=[CH:17][C:12]=1[S:9]([NH:8][C:5]1[C:4]([O:29][CH3:30])=[N:3][C:2]([O:48][CH2:44][C@@H:35]2[CH2:34][CH2:33][CH2:32][NH:31]2)=[CH:7][N:6]=1)(=[O:10])=[O:11], predict the reactants needed to synthesize it. The reactants are: Br[C:2]1[N:3]=[C:4]([O:29][CH3:30])[C:5]([N:8](COCCO[Si](C)(C)C)[S:9]([C:12]2[CH:17]=[CH:16][CH:15]=[C:14]([Cl:18])[C:13]=2[Cl:19])(=[O:11])=[O:10])=[N:6][CH:7]=1.[N:31]1(C([O-])=O)[CH2:35][CH2:34][CH2:33][CH2:32]1.[H-].[Na+].Cl.CN1CCC[C:44]1=[O:48]. (3) Given the product [CH3:1][O:2][C:3]1[CH:4]=[C:5]([C:11]2[CH:12]=[C:13]([NH2:14])[N:17]([CH3:16])[N:18]=2)[CH:6]=[C:7]([O:9][CH3:10])[CH:8]=1, predict the reactants needed to synthesize it. The reactants are: [CH3:1][O:2][C:3]1[CH:4]=[C:5]([C:11](=O)[CH2:12][C:13]#[N:14])[CH:6]=[C:7]([O:9][CH3:10])[CH:8]=1.[CH3:16][NH:17][NH2:18]. (4) The reactants are: [CH3:1][O:2][C:3](=[O:11])[C:4]1[CH:9]=[CH:8][C:7](F)=[CH:6][CH:5]=1.C(=O)([O-])[O-].[K+].[K+].ClC1C=C(C=CC=1OC)C[N:23]1[CH2:28][CH2:27][CH:26]([NH:29][C:30]([N:32]2[CH2:37][CH2:36][C:35](=[CH:38][C:39]3[CH:44]=[C:43]([F:45])[CH:42]=[CH:41][C:40]=3[F:46])[CH2:34][CH2:33]2)=[O:31])[CH2:25][CH2:24]1.O. Given the product [F:46][C:40]1[CH:41]=[CH:42][C:43]([F:45])=[CH:44][C:39]=1[CH:38]=[C:35]1[CH2:36][CH2:37][N:32]([C:30]([NH:29][CH:26]2[CH2:25][CH2:24][N:23]([C:7]3[CH:8]=[CH:9][C:4]([C:3]([O:2][CH3:1])=[O:11])=[CH:5][CH:6]=3)[CH2:28][CH2:27]2)=[O:31])[CH2:33][CH2:34]1, predict the reactants needed to synthesize it.